Regression. Given two drug SMILES strings and cell line genomic features, predict the synergy score measuring deviation from expected non-interaction effect. From a dataset of NCI-60 drug combinations with 297,098 pairs across 59 cell lines. (1) Drug 1: C1=C(C(=O)NC(=O)N1)N(CCCl)CCCl. Drug 2: CC=C1C(=O)NC(C(=O)OC2CC(=O)NC(C(=O)NC(CSSCCC=C2)C(=O)N1)C(C)C)C(C)C. Cell line: HT29. Synergy scores: CSS=58.2, Synergy_ZIP=-5.69, Synergy_Bliss=1.76, Synergy_Loewe=-33.4, Synergy_HSA=1.44. (2) Drug 1: C1CN1C2=NC(=NC(=N2)N3CC3)N4CC4. Drug 2: CC(CN1CC(=O)NC(=O)C1)N2CC(=O)NC(=O)C2. Cell line: UACC-257. Synergy scores: CSS=18.2, Synergy_ZIP=-6.25, Synergy_Bliss=0.398, Synergy_Loewe=-1.04, Synergy_HSA=1.52. (3) Drug 1: C1=C(C(=O)NC(=O)N1)F. Drug 2: CS(=O)(=O)CCNCC1=CC=C(O1)C2=CC3=C(C=C2)N=CN=C3NC4=CC(=C(C=C4)OCC5=CC(=CC=C5)F)Cl. Cell line: MALME-3M. Synergy scores: CSS=25.6, Synergy_ZIP=3.46, Synergy_Bliss=4.30, Synergy_Loewe=1.25, Synergy_HSA=2.35. (4) Drug 1: C1=NC(=NC(=O)N1C2C(C(C(O2)CO)O)O)N. Drug 2: CC(C)(C#N)C1=CC(=CC(=C1)CN2C=NC=N2)C(C)(C)C#N. Synergy scores: CSS=2.51, Synergy_ZIP=-1.23, Synergy_Bliss=0.0756, Synergy_Loewe=0.787, Synergy_HSA=-0.198. Cell line: A549. (5) Drug 1: C1=NC2=C(N=C(N=C2N1C3C(C(C(O3)CO)O)F)Cl)N. Drug 2: CC1CCCC2(C(O2)CC(NC(=O)CC(C(C(=O)C(C1O)C)(C)C)O)C(=CC3=CSC(=N3)C)C)C. Cell line: ACHN. Synergy scores: CSS=53.2, Synergy_ZIP=-0.601, Synergy_Bliss=-1.10, Synergy_Loewe=-0.581, Synergy_HSA=0.617. (6) Drug 1: C1=NC(=NC(=O)N1C2C(C(C(O2)CO)O)O)N. Drug 2: COCCOC1=C(C=C2C(=C1)C(=NC=N2)NC3=CC=CC(=C3)C#C)OCCOC.Cl. Cell line: NCI/ADR-RES. Synergy scores: CSS=11.2, Synergy_ZIP=-2.23, Synergy_Bliss=-1.22, Synergy_Loewe=5.81, Synergy_HSA=2.80. (7) Drug 1: C1CCC(C1)C(CC#N)N2C=C(C=N2)C3=C4C=CNC4=NC=N3. Drug 2: C(CCl)NC(=O)N(CCCl)N=O. Cell line: OVCAR-4. Synergy scores: CSS=-1.66, Synergy_ZIP=0.934, Synergy_Bliss=-1.98, Synergy_Loewe=-4.11, Synergy_HSA=-4.64.